This data is from Full USPTO retrosynthesis dataset with 1.9M reactions from patents (1976-2016). The task is: Predict the reactants needed to synthesize the given product. (1) Given the product [NH2:1][C:4]1[CH:5]=[CH:6][C:7]([NH:10][C:11]([CH2:13][C:14]2[S:15][CH:16]=[CH:17][CH:18]=2)=[O:12])=[CH:8][CH:9]=1, predict the reactants needed to synthesize it. The reactants are: [N+:1]([C:4]1[CH:9]=[CH:8][C:7]([NH:10][C:11]([CH2:13][C:14]2[S:15][CH:16]=[CH:17][CH:18]=2)=[O:12])=[CH:6][CH:5]=1)([O-])=O.O1CCCC1. (2) Given the product [Cl:1][C:2]1[CH:3]=[CH:4][C:5]([CH2:6][C@H:7]([C:8]([N:10]2[CH2:15][CH2:14][C@@H:13]([N:16]([CH:22]3[CH2:27][CH2:26][CH2:25][CH2:24][CH2:23]3)[C:17]([N:19]([CH3:21])[CH3:20])=[O:18])[C@H:12]([CH3:28])[CH2:11]2)=[O:9])[NH2:29])=[CH:37][CH:38]=1, predict the reactants needed to synthesize it. The reactants are: [Cl:1][C:2]1[CH:38]=[CH:37][C:5]([CH2:6][C@@H:7]([NH:29]C(=O)OC(C)(C)C)[C:8]([N:10]2[CH2:15][CH2:14][C@@H:13]([N:16]([CH:22]3[CH2:27][CH2:26][CH2:25][CH2:24][CH2:23]3)[C:17]([N:19]([CH3:21])[CH3:20])=[O:18])[C@H:12]([CH3:28])[CH2:11]2)=[O:9])=[CH:4][CH:3]=1.Cl.